The task is: Predict the product of the given reaction.. This data is from Forward reaction prediction with 1.9M reactions from USPTO patents (1976-2016). (1) The product is: [Cl:1][C:2]1[C:7]([C:14](=[O:16])[CH2:15][O:23][CH3:24])=[C:6]([Cl:10])[C:5]([F:11])=[CH:4][CH:3]=1. Given the reactants [Cl:1][C:2]1[C:7](OC)=[C:6]([Cl:10])[C:5]([F:11])=[CH:4][C:3]=1Br.[Mg].[C:14](Cl)(=[O:16])[CH3:15].S(=O)(=O)(O)O.[O:23]1CCC[CH2:24]1, predict the reaction product. (2) Given the reactants C12(CS(O)(=O)=O)C(C)(C)C(CC1)CC2=O.[CH2:16]([N:18]1[C:24]2[CH:25]=[C:26]([F:30])[C:27]([NH2:29])=[CH:28][C:23]=2[O:22][CH2:21][CH2:20][CH2:19]1)[CH3:17].Cl[C:32]1[N:37]=[C:36]([NH:38][C:39]2[C:48]([F:49])=[CH:47][CH:46]=[CH:45][C:40]=2[C:41]([NH:43][CH3:44])=[O:42])[C:35]([Cl:50])=[CH:34][N:33]=1, predict the reaction product. The product is: [Cl:50][C:35]1[C:36]([NH:38][C:39]2[C:48]([F:49])=[CH:47][CH:46]=[CH:45][C:40]=2[C:41]([NH:43][CH3:44])=[O:42])=[N:37][C:32]([NH:29][C:27]2[C:26]([F:30])=[CH:25][C:24]3[N:18]([CH2:16][CH3:17])[CH2:19][CH2:20][CH2:21][O:22][C:23]=3[CH:28]=2)=[N:33][CH:34]=1. (3) Given the reactants Cl[C:2]1[CH:7]=[CH:6][N:5]=[C:4]2[S:8][C:9]([S:18]([C:21]3[CH:26]=[CH:25][C:24]([Cl:27])=[CH:23][CH:22]=3)(=[O:20])=[O:19])=[C:10]([C:11]3[CH:16]=[CH:15][C:14]([Cl:17])=[CH:13][CH:12]=3)[C:3]=12.[CH3:28][O-:29].[Na+], predict the reaction product. The product is: [Cl:27][C:24]1[CH:25]=[CH:26][C:21]([S:18]([C:9]2[S:8][C:4]3=[N:5][CH:6]=[CH:7][C:2]([O:29][CH3:28])=[C:3]3[C:10]=2[C:11]2[CH:16]=[CH:15][C:14]([Cl:17])=[CH:13][CH:12]=2)(=[O:20])=[O:19])=[CH:22][CH:23]=1. (4) Given the reactants [H-].C([Al+]CC(C)C)C(C)C.[CH3:11][C:12]([CH3:43])([CH2:41]C)[CH2:13][C:14]1[N:15]=[C:16]([C:25](=[O:40])[CH2:26][C:27]2[CH:32]=[CH:31][C:30]([C:33]3[CH:38]=[CH:37][C:36]([F:39])=[CH:35][N:34]=3)=[CH:29][CH:28]=2)[N:17]([S:19]([N:22]([CH3:24])[CH3:23])(=[O:21])=[O:20])[CH:18]=1, predict the reaction product. The product is: [CH3:11][C:12]([CH3:43])([CH3:41])[CH2:13][C:14]1[N:15]=[C:16]([CH:25]([OH:40])[CH2:26][C:27]2[CH:32]=[CH:31][C:30]([C:33]3[CH:38]=[CH:37][C:36]([F:39])=[CH:35][N:34]=3)=[CH:29][CH:28]=2)[N:17]([S:19]([N:22]([CH3:24])[CH3:23])(=[O:21])=[O:20])[CH:18]=1. (5) Given the reactants [Ca:1].[C:2]([O-:14])(=[O:13])[CH2:3][C:4]([CH2:9][C:10]([O-:12])=[O:11])([C:6]([O-:8])=[O:7])[OH:5], predict the reaction product. The product is: [C:2]([O-:14])(=[O:13])[CH2:3][C:4]([CH2:9][C:10]([O-:12])=[O:11])([C:6]([O-:8])=[O:7])[OH:5].[Ca+2:1].[C:2]([O-:14])(=[O:13])[CH2:3][C:4]([CH2:9][C:10]([O-:12])=[O:11])([C:6]([O-:8])=[O:7])[OH:5].[Ca+2:1].[Ca+2:1]. (6) Given the reactants [N+](=[CH:3][C:4]([C:6]1[O:7][CH:8]=[CH:9][CH:10]=1)=[O:5])=[N-].[Cl:11][C:12]1[C:13](=[O:22])[C:14](=[O:21])[C:15]([Cl:20])=[C:16]([Cl:19])[C:17]=1[Cl:18], predict the reaction product. The product is: [O:7]1[CH:8]=[CH:9][CH:10]=[C:6]1[C:4]([CH:3]1[O:22][C:13]2[C:12]([Cl:11])=[C:17]([Cl:18])[C:16]([Cl:19])=[C:15]([Cl:20])[C:14]=2[O:21]1)=[O:5]. (7) Given the reactants Cl[C:2]1[C:7]([N+:8]([O-:10])=[O:9])=[CH:6][CH:5]=[C:4]([Cl:11])[N:3]=1.[CH2:12]([NH2:15])[CH:13]=[CH2:14], predict the reaction product. The product is: [Cl:11][C:4]1[N:3]=[C:2]([NH:15][CH2:12][CH:13]=[CH2:14])[C:7]([N+:8]([O-:10])=[O:9])=[CH:6][CH:5]=1. (8) Given the reactants [Br:1][C:2]1[CH:12]=[CH:11][C:5]([O:6][CH2:7][C:8]([NH2:10])=[O:9])=[C:4]([C:13]#[N:14])[CH:3]=1.N1CCC[CH2:17][CH2:16]1.[NH2:21][CH2:22][CH:23]([OH:26])[CH2:24][OH:25], predict the reaction product. The product is: [Br:1][C:2]1[CH:12]=[CH:11][C:5]2[O:6][C:7]3[C:8](=[O:9])[NH:10][C:16]([CH2:17][NH:21][CH2:22][CH:23]([OH:26])[CH2:24][OH:25])=[N:14][C:13]=3[C:4]=2[CH:3]=1.